Dataset: Peptide-MHC class I binding affinity with 185,985 pairs from IEDB/IMGT. Task: Regression. Given a peptide amino acid sequence and an MHC pseudo amino acid sequence, predict their binding affinity value. This is MHC class I binding data. (1) The peptide sequence is QPAPQQGQL. The MHC is HLA-A02:06 with pseudo-sequence HLA-A02:06. The binding affinity (normalized) is 0. (2) The peptide sequence is HLAAQGMAY. The MHC is HLA-B40:02 with pseudo-sequence HLA-B40:02. The binding affinity (normalized) is 0.